From a dataset of Forward reaction prediction with 1.9M reactions from USPTO patents (1976-2016). Predict the product of the given reaction. Given the reactants [F:1][CH:2]([F:13])[C:3]1[CH:11]=[CH:10][C:6]([C:7]([OH:9])=O)=[C:5]([F:12])[CH:4]=1.C(N(CC)CC)C.F[P-](F)(F)(F)(F)F.C[N+](C)=C(N(C)C)ON1C2N=CC=CC=2N=N1.Cl.[N:46]1([CH2:52][CH:53]([N:57]2[CH:61]=[C:60]([C:62]3[C:63]4[CH:70]=[CH:69][N:68](COCC[Si](C)(C)C)[C:64]=4[N:65]=[CH:66][N:67]=3)[CH:59]=[N:58]2)[CH2:54][C:55]#[N:56])[CH2:51][CH2:50][NH:49][CH2:48][CH2:47]1, predict the reaction product. The product is: [F:13][CH:2]([F:1])[C:3]1[CH:11]=[CH:10][C:6]([C:7]([N:49]2[CH2:48][CH2:47][N:46]([CH2:52][CH:53]([N:57]3[CH:61]=[C:60]([C:62]4[C:63]5[CH:70]=[CH:69][NH:68][C:64]=5[N:65]=[CH:66][N:67]=4)[CH:59]=[N:58]3)[CH2:54][C:55]#[N:56])[CH2:51][CH2:50]2)=[O:9])=[C:5]([F:12])[CH:4]=1.